Dataset: Full USPTO retrosynthesis dataset with 1.9M reactions from patents (1976-2016). Task: Predict the reactants needed to synthesize the given product. (1) Given the product [F:1][C:2]1[CH:10]=[C:9]([C:11]2[CH:12]=[N:13][N:14]([CH3:16])[CH:15]=2)[CH:8]=[C:7]2[C:3]=1[CH2:4][CH2:5][N:6]2[C:18]1[C:22]2[CH2:23][N:24]([C:27](=[O:29])[CH3:28])[CH2:25][CH2:26][C:21]=2[N:20]([CH:30]2[CH2:34][CH2:33][O:32][CH2:31]2)[N:19]=1, predict the reactants needed to synthesize it. The reactants are: [F:1][C:2]1[CH:10]=[C:9]([C:11]2[CH:12]=[N:13][N:14]([CH3:16])[CH:15]=2)[CH:8]=[C:7]2[C:3]=1[CH2:4][CH2:5][NH:6]2.Br[C:18]1[C:22]2[CH2:23][N:24]([C:27](=[O:29])[CH3:28])[CH2:25][CH2:26][C:21]=2[N:20]([CH:30]2[CH2:34][CH2:33][O:32][CH2:31]2)[N:19]=1.C(O[Na])(C)(C)C.COC(C)(C)C.C1(P(C2CCCCC2)C2C=CC=CC=2C2C(OC(C)C)=CC=CC=2OC(C)C)CCCCC1. (2) Given the product [N+:1]([C:4]1[CH:5]=[C:6]([CH:7]=[CH:8][CH:9]=1)[CH2:10][C:11]1[C:19]2[C:14](=[N:15][CH:16]=[C:17]([C:20]3[CH:21]=[N:22][CH:23]=[CH:24][CH:25]=3)[CH:18]=2)[NH:13][CH:12]=1)([O-:3])=[O:2], predict the reactants needed to synthesize it. The reactants are: [N+:1]([C:4]1[CH:5]=[C:6]([CH:10](OC)[C:11]2[C:19]3[C:14](=[N:15][CH:16]=[C:17]([C:20]4[CH:21]=[N:22][CH:23]=[CH:24][CH:25]=4)[CH:18]=3)[NH:13][CH:12]=2)[CH:7]=[CH:8][CH:9]=1)([O-:3])=[O:2].FC(F)(F)C(O)=O.C([SiH](CC)CC)C.C(=O)(O)[O-].[Na+]. (3) The reactants are: [C:1]([O:5][C:6]([NH:8][CH2:9][C:10]([N:12]1[CH2:17][CH2:16][C:15]([CH2:22][OH:23])([C:18]([O:20]C)=[O:19])[CH2:14][CH2:13]1)=[O:11])=[O:7])([CH3:4])([CH3:3])[CH3:2].[Li+].[OH-].Cl. Given the product [C:1]([O:5][C:6]([NH:8][CH2:9][C:10]([N:12]1[CH2:13][CH2:14][C:15]([CH2:22][OH:23])([C:18]([OH:20])=[O:19])[CH2:16][CH2:17]1)=[O:11])=[O:7])([CH3:4])([CH3:3])[CH3:2], predict the reactants needed to synthesize it.